From a dataset of Reaction yield outcomes from USPTO patents with 853,638 reactions. Predict the reaction yield, written as a fraction of the theoretical maximum amount of product (1.0 means a 100% yield; for example, 0.34 means a 34% yield). (1) The yield is 0.340. The product is [F:41][CH2:40][C@@:18]12[C:30]3[CH:35]=[C:34]([N+:36]([O-:38])=[O:37])[CH:33]=[CH:32][C:31]=3[O:47][CH2:46][CH2:26][C@@H:19]1[S:20](=[O:24])(=[O:25])[C:21]([CH3:23])([CH3:22])[C:16]([N:8]([C:9]([O:10][C:11]([CH3:13])([CH3:12])[CH3:14])=[O:15])[C:6](=[O:7])[O:5][C:1]([CH3:2])([CH3:3])[CH3:4])=[N:17]2. No catalyst specified. The reactants are [C:1]([O:5][C:6]([N:8]([C:16]1[C:21]([CH3:23])([CH3:22])[S:20](=[O:25])(=[O:24])[CH:19]([CH2:26]CCO)[C@@:18]([CH2:40][F:41])([C:30]2[CH:35]=[C:34]([N+:36]([O-:38])=[O:37])[CH:33]=[CH:32][C:31]=2F)[N:17]=1)[C:9](=[O:15])[O:10][C:11]([CH3:14])([CH3:13])[CH3:12])=[O:7])([CH3:4])([CH3:3])[CH3:2].[H-].[Na+].C1C[O:47][CH2:46]C1.CN(C=O)C. (2) The reactants are [CH2:1]([N:3]([CH2:16][CH3:17])[CH2:4][CH2:5][O:6][C:7]1[CH:12]=[CH:11][C:10]([N+:13]([O-])=O)=[CH:9][CH:8]=1)[CH3:2]. The catalyst is [Pd].C(O)C. The product is [CH2:16]([N:3]([CH2:1][CH3:2])[CH2:4][CH2:5][O:6][C:7]1[CH:8]=[CH:9][C:10]([NH2:13])=[CH:11][CH:12]=1)[CH3:17]. The yield is 0.460. (3) The reactants are [CH3:1][O:2][C:3](=[O:39])[C:4]1[CH:9]=[CH:8][C:7]([CH2:10][N:11]2[CH:15]=[C:14]([C:16]3[CH:21]=[CH:20][C:19]([Cl:22])=[CH:18][C:17]=3[Cl:23])[N:13]=[C:12]2/[CH:24]=[CH:25]/[C:26]2[CH:31]=[CH:30][C:29]([C:32]3[CH:37]=[CH:36][C:35]([OH:38])=[CH:34][CH:33]=3)=[CH:28][CH:27]=2)=[CH:6][CH:5]=1.F[C:41]1[CH:46]=[CH:45][C:44]([N+:47]([O-:49])=[O:48])=[CH:43][CH:42]=1. No catalyst specified. The product is [CH3:1][O:2][C:3](=[O:39])[C:4]1[CH:9]=[CH:8][C:7]([CH2:10][N:11]2[CH:15]=[C:14]([C:16]3[CH:21]=[CH:20][C:19]([Cl:22])=[CH:18][C:17]=3[Cl:23])[N:13]=[C:12]2/[CH:24]=[CH:25]/[C:26]2[CH:31]=[CH:30][C:29]([C:32]3[CH:33]=[CH:34][C:35]([O:38][C:41]4[CH:46]=[CH:45][C:44]([N+:47]([O-:49])=[O:48])=[CH:43][CH:42]=4)=[CH:36][CH:37]=3)=[CH:28][CH:27]=2)=[CH:6][CH:5]=1. The yield is 0.700.